This data is from Reaction yield outcomes from USPTO patents with 853,638 reactions. The task is: Predict the reaction yield, written as a fraction of the theoretical maximum amount of product (1.0 means a 100% yield; for example, 0.34 means a 34% yield). The reactants are [Li+].[BH4-].C[Si](Cl)(C)C.[Br:8][C:9]1[CH:14]=[CH:13][CH:12]=[C:11]([CH:15]=[CH:16][N+:17]([O-])=O)[C:10]=1[CH2:20][CH3:21].CO. The catalyst is C1COCC1. The product is [Br:8][C:9]1[C:10]([CH2:20][CH3:21])=[C:11]([CH2:15][CH2:16][NH2:17])[CH:12]=[CH:13][CH:14]=1. The yield is 0.840.